Dataset: Full USPTO retrosynthesis dataset with 1.9M reactions from patents (1976-2016). Task: Predict the reactants needed to synthesize the given product. (1) Given the product [Cl:27][C:28]1[CH:33]=[CH:32][C:31]([O:34][C:35]2[CH:42]=[CH:41][C:40]([CH2:43][CH2:44][I:20])=[CH:39][C:36]=2[C:37]#[N:38])=[CH:30][C:29]=1[C:46]([F:49])([F:48])[F:47], predict the reactants needed to synthesize it. The reactants are: C1C=CC(P(C2C=CC=CC=2)C2C=CC=CC=2)=CC=1.[I:20]I.N1C=CN=C1.[Cl:27][C:28]1[CH:33]=[CH:32][C:31]([O:34][C:35]2[CH:42]=[CH:41][C:40]([CH2:43][CH2:44]O)=[CH:39][C:36]=2[C:37]#[N:38])=[CH:30][C:29]=1[C:46]([F:49])([F:48])[F:47]. (2) Given the product [CH:26]1([NH:31][S:22]([C:5]2[CH:6]=[C:7]([S:13]([C:16]3[CH:21]=[CH:20][CH:19]=[CH:18][CH:17]=3)(=[O:15])=[O:14])[C:8]([CH:10]([CH3:12])[CH3:11])=[CH:9][C:4]=2[CH:1]([CH3:3])[CH3:2])(=[O:24])=[O:23])[CH2:30][CH2:29][CH2:28][CH2:27]1, predict the reactants needed to synthesize it. The reactants are: [CH:1]([C:4]1[CH:9]=[C:8]([CH:10]([CH3:12])[CH3:11])[C:7]([S:13]([C:16]2[CH:21]=[CH:20][CH:19]=[CH:18][CH:17]=2)(=[O:15])=[O:14])=[CH:6][C:5]=1[S:22](Cl)(=[O:24])=[O:23])([CH3:3])[CH3:2].[CH:26]1([NH2:31])[CH2:30][CH2:29][CH2:28][CH2:27]1. (3) Given the product [Cl:28][C:25]1[CH:26]=[CH:27][C:22]([CH2:21][C:9]2[C:10]([O:17][CH:18]([F:20])[F:19])=[N:11][C:12]3[C:7]([C:8]=2[CH3:30])=[C:6]([O:5][CH2:4][C:3]([OH:31])=[O:2])[CH:15]=[CH:14][C:13]=3[F:16])=[C:23]([F:29])[CH:24]=1, predict the reactants needed to synthesize it. The reactants are: C[O:2][C:3](=[O:31])[CH2:4][O:5][C:6]1[CH:15]=[CH:14][C:13]([F:16])=[C:12]2[C:7]=1[C:8]([CH3:30])=[C:9]([CH2:21][C:22]1[CH:27]=[CH:26][C:25]([Cl:28])=[CH:24][C:23]=1[F:29])[C:10]([O:17][CH:18]([F:20])[F:19])=[N:11]2.[OH-].[Li+]. (4) Given the product [Br:1][C:2]1[CH:3]=[CH:4][C:5]([F:16])=[C:6]([C:8]2[C:9]([O:15][C@H:20]([CH2:19][CH:18]=[CH2:17])[CH3:21])=[CH:10][CH:11]=[CH:12][C:13]=2[F:14])[CH:7]=1, predict the reactants needed to synthesize it. The reactants are: [Br:1][C:2]1[CH:3]=[CH:4][C:5]([F:16])=[C:6]([C:8]2[C:9]([OH:15])=[CH:10][CH:11]=[CH:12][C:13]=2[F:14])[CH:7]=1.[CH3:17][C@@H:18](O)[CH2:19][CH:20]=[CH2:21].C1C=CC(P(C2C=CC=CC=2)C2C=CC=CC=2)=CC=1.CCOC(/N=N/C(OCC)=O)=O.